This data is from Full USPTO retrosynthesis dataset with 1.9M reactions from patents (1976-2016). The task is: Predict the reactants needed to synthesize the given product. (1) Given the product [CH3:12][N:10]1[CH2:11][CH:7]2[CH:8]([C:13]3[CH:19]=[CH:18][CH:17]=[CH:16][C:14]=3[O:15][C:5]3[CH:4]=[CH:3][C:2]([Cl:1])=[CH:20][C:6]=32)[CH2:9]1.[CH:22](/[C:21]([OH:28])=[O:27])=[CH:23]/[C:24]([OH:26])=[O:25], predict the reactants needed to synthesize it. The reactants are: [Cl:1][C:2]1[CH:3]=[CH:4][C:5]2[O:15][C:14]3[CH:16]=[CH:17][CH:18]=[CH:19][C:13]=3[C@H:8]3[CH2:9][N:10]([CH3:12])[CH2:11][C@@H:7]3[C:6]=2[CH:20]=1.[C:21]([OH:28])(=[O:27])/[CH:22]=[CH:23]\[C:24]([OH:26])=[O:25]. (2) Given the product [Cl:16][C:12]1[CH:11]=[C:10]([C@@:8]([OH:9])([C@@H:17]2[CH2:22][CH2:21][CH2:20][NH:19][CH2:18]2)[CH2:7][CH2:6][CH2:5][NH:4][C:1](=[O:3])[CH3:2])[CH:15]=[CH:14][CH:13]=1, predict the reactants needed to synthesize it. The reactants are: [C:1]([NH:4][CH2:5][CH2:6][CH2:7][C@:8]([C@@H:17]1[CH2:22][CH2:21][CH2:20][N:19](C(OC(C)(C)C)=O)[CH2:18]1)([C:10]1[CH:15]=[CH:14][CH:13]=[C:12]([Cl:16])[CH:11]=1)[OH:9])(=[O:3])[CH3:2]. (3) Given the product [Cl:25][C:21]1[C:22]([CH:23]=[O:24])=[C:17]([N:8]2[CH2:7][CH2:6][N:5]3[C:10](=[CH:11][C:12]4[CH2:13][C:2]([CH3:15])([CH3:1])[CH2:3][C:4]=43)[C:9]2=[O:14])[CH:18]=[CH:19][N:20]=1, predict the reactants needed to synthesize it. The reactants are: [CH3:1][C:2]1([CH3:15])[CH2:13][C:12]2[CH:11]=[C:10]3[N:5]([CH2:6][CH2:7][NH:8][C:9]3=[O:14])[C:4]=2[CH2:3]1.Br[C:17]1[C:22]([CH:23]=[O:24])=[C:21]([Cl:25])[N:20]=[CH:19][CH:18]=1.CC1(C)C2C(=C(P(C3C=CC=CC=3)C3C=CC=CC=3)C=CC=2)OC2C(P(C3C=CC=CC=3)C3C=CC=CC=3)=CC=CC1=2.C(=O)([O-])[O-].[Cs+].[Cs+]. (4) Given the product [ClH:15].[CH3:17][O:14][C:12]([CH:10]1[CH2:9][NH:8][CH2:11]1)=[O:13], predict the reactants needed to synthesize it. The reactants are: C(OC([N:8]1[CH2:11][CH:10]([C:12]([OH:14])=[O:13])[CH2:9]1)=O)(C)(C)C.[ClH:15].O1CCOC[CH2:17]1. (5) The reactants are: [N:1]([C:4]([C:7]1[CH:12]=[CH:11][C:10]([C:13]2[C:22]([C:23]3[CH:28]=[CH:27][CH:26]=[CH:25][CH:24]=3)=[CH:21][C:20]3[C:15](=[CH:16][CH:17]=[N:18][C:19]=3[O:29][CH3:30])[N:14]=2)=[CH:9][CH:8]=1)([CH3:6])[CH3:5])=[N+]=[N-].[H][H]. Given the product [CH3:30][O:29][C:19]1[N:18]=[CH:17][CH:16]=[C:15]2[C:20]=1[CH:21]=[C:22]([C:23]1[CH:28]=[CH:27][CH:26]=[CH:25][CH:24]=1)[C:13]([C:10]1[CH:9]=[CH:8][C:7]([C:4]([NH2:1])([CH3:6])[CH3:5])=[CH:12][CH:11]=1)=[N:14]2, predict the reactants needed to synthesize it. (6) Given the product [C:21]([C:3]1[C:2]([NH:23][C:24]2[CH:29]=[CH:28][C:27]([C:30]3([CH3:43])[CH2:31][CH2:32][N:33]([C:36]([O:38][C:39]([CH3:42])([CH3:41])[CH3:40])=[O:37])[CH2:34][CH2:35]3)=[CH:26][CH:25]=2)=[N:7][C:6]([N:8]2[CH2:13][CH2:12][CH2:11][C@@H:10]([NH:14][C:15]([N:16]([CH3:17])[CH3:18])=[O:19])[CH2:9]2)=[CH:5][N:4]=1)#[N:22], predict the reactants needed to synthesize it. The reactants are: Cl[C:2]1[N:7]=[C:6]([N:8]2[CH2:13][CH2:12][CH2:11][C@@H:10]([NH:14][C:15](=[O:19])[N:16]([CH3:18])[CH3:17])[C@H:9]2C)[CH:5]=[N:4][C:3]=1[C:21]#[N:22].[NH2:23][C:24]1[CH:29]=[CH:28][C:27]([C:30]2([CH3:43])[CH2:35][CH2:34][N:33]([C:36]([O:38][C:39]([CH3:42])([CH3:41])[CH3:40])=[O:37])[CH2:32][CH2:31]2)=[CH:26][CH:25]=1.C(=O)([O-])[O-].[Cs+].[Cs+].C1C=CC(P(C2C(C3C(P(C4C=CC=CC=4)C4C=CC=CC=4)=CC=C4C=3C=CC=C4)=C3C(C=CC=C3)=CC=2)C2C=CC=CC=2)=CC=1. (7) Given the product [Br:1][C:2]1[CH:3]=[C:4]2[C:12](=[CH:13][CH:14]=1)[NH:11][C:10]1[CH:9]([NH:15][C:20]([NH:19][CH:16]([CH3:18])[CH3:17])=[O:21])[CH2:8][CH2:7][CH2:6][C:5]2=1, predict the reactants needed to synthesize it. The reactants are: [Br:1][C:2]1[CH:3]=[C:4]2[C:12](=[CH:13][CH:14]=1)[NH:11][C:10]1[CH:9]([NH2:15])[CH2:8][CH2:7][CH2:6][C:5]2=1.[CH:16]([N:19]=[C:20]=[O:21])([CH3:18])[CH3:17]. (8) Given the product [CH3:11][O:10][C:8]1[CH:7]=[CH:6][C:3]([CH3:4])=[C:2]([OH:1])[CH:9]=1, predict the reactants needed to synthesize it. The reactants are: [OH:1][C:2]1[CH:9]=[C:8]([O:10][CH3:11])[CH:7]=[CH:6][C:3]=1[CH:4]=O.C(O)(=O)C.[H][H]. (9) Given the product [CH3:28][C:27]([CH3:30])([Si:26]([CH3:31])([CH3:32])[O:25][CH2:24][C@@H:23]([N:15]([CH2:14][C:13](=[O:45])[CH:5]=[CH:6][CH3:7])[C:16](=[O:22])[O:17][C:18]([CH3:21])([CH3:20])[CH3:19])[C:33](=[CH2:44])[CH2:34][CH2:35][O:36][Si:37]([CH3:42])([CH3:43])[C:38]([CH3:39])([CH3:40])[CH3:41])[CH3:29], predict the reactants needed to synthesize it. The reactants are: [Cl-].[Ce+3].[Cl-].[Cl-].[CH:5](/[Mg]Br)=[CH:6]\[CH3:7].CON(C)[C:13](=[O:45])[CH2:14][N:15]([C@@H:23]([C:33](=[CH2:44])[CH2:34][CH2:35][O:36][Si:37]([CH3:43])([CH3:42])[C:38]([CH3:41])([CH3:40])[CH3:39])[CH2:24][O:25][Si:26]([CH3:32])([CH3:31])[C:27]([CH3:30])([CH3:29])[CH3:28])[C:16](=[O:22])[O:17][C:18]([CH3:21])([CH3:20])[CH3:19].